From a dataset of Catalyst prediction with 721,799 reactions and 888 catalyst types from USPTO. Predict which catalyst facilitates the given reaction. Reactant: Cl[CH2:2][CH2:3][CH2:4]/[C:5](=[N:14]/[S@:15]([C:17]([CH3:20])([CH3:19])[CH3:18])=[O:16])/[C:6]1[CH:11]=[C:10]([F:12])[CH:9]=[CH:8][C:7]=1[F:13].[Li+].[B-](CC)(CC)CC. Product: [C:17]([S@@:15]([N:14]1[CH2:2][CH2:3][CH2:4][C@@H:5]1[C:6]1[CH:11]=[C:10]([F:12])[CH:9]=[CH:8][C:7]=1[F:13])=[O:16])([CH3:20])([CH3:19])[CH3:18]. The catalyst class is: 1.